This data is from Forward reaction prediction with 1.9M reactions from USPTO patents (1976-2016). The task is: Predict the product of the given reaction. The product is: [CH:32]1([NH:35][CH2:2][C:3]2[S:7][C:6]([NH:8][C:9](=[O:31])[CH2:10][N:11]3[CH:15]=[C:14]([O:16][C:17]4[C:26]5[C:21](=[CH:22][C:23]([O:29][CH3:30])=[C:24]([O:27][CH3:28])[CH:25]=5)[N:20]=[CH:19][N:18]=4)[CH:13]=[N:12]3)=[N:5][CH:4]=2)[CH2:34][CH2:33]1. Given the reactants Cl[CH2:2][C:3]1[S:7][C:6]([NH:8][C:9](=[O:31])[CH2:10][N:11]2[CH:15]=[C:14]([O:16][C:17]3[C:26]4[C:21](=[CH:22][C:23]([O:29][CH3:30])=[C:24]([O:27][CH3:28])[CH:25]=4)[N:20]=[CH:19][N:18]=3)[CH:13]=[N:12]2)=[N:5][CH:4]=1.[CH:32]1([NH2:35])[CH2:34][CH2:33]1, predict the reaction product.